Task: Regression. Given two drug SMILES strings and cell line genomic features, predict the synergy score measuring deviation from expected non-interaction effect.. Dataset: NCI-60 drug combinations with 297,098 pairs across 59 cell lines (1) Synergy scores: CSS=44.6, Synergy_ZIP=-3.04, Synergy_Bliss=-0.0895, Synergy_Loewe=-0.117, Synergy_HSA=1.28. Drug 2: CC1C(C(CC(O1)OC2CC(CC3=C2C(=C4C(=C3O)C(=O)C5=C(C4=O)C(=CC=C5)OC)O)(C(=O)CO)O)N)O.Cl. Drug 1: C1CC(C1)(C(=O)O)C(=O)O.[NH2-].[NH2-].[Pt+2]. Cell line: COLO 205. (2) Drug 1: C1CN1C2=NC(=NC(=N2)N3CC3)N4CC4. Drug 2: CC(C)CN1C=NC2=C1C3=CC=CC=C3N=C2N. Cell line: CCRF-CEM. Synergy scores: CSS=65.5, Synergy_ZIP=6.51, Synergy_Bliss=6.26, Synergy_Loewe=4.77, Synergy_HSA=6.89. (3) Drug 1: C1=C(C(=O)NC(=O)N1)N(CCCl)CCCl. Drug 2: C#CCC(CC1=CN=C2C(=N1)C(=NC(=N2)N)N)C3=CC=C(C=C3)C(=O)NC(CCC(=O)O)C(=O)O. Cell line: HCT116. Synergy scores: CSS=22.4, Synergy_ZIP=-9.56, Synergy_Bliss=-15.8, Synergy_Loewe=-15.1, Synergy_HSA=-13.9. (4) Drug 1: CN(C)N=NC1=C(NC=N1)C(=O)N. Drug 2: CC(C)(C#N)C1=CC(=CC(=C1)CN2C=NC=N2)C(C)(C)C#N. Cell line: NCI-H322M. Synergy scores: CSS=-6.27, Synergy_ZIP=0.551, Synergy_Bliss=-5.67, Synergy_Loewe=-10.3, Synergy_HSA=-8.70. (5) Drug 1: CCC1(CC2CC(C3=C(CCN(C2)C1)C4=CC=CC=C4N3)(C5=C(C=C6C(=C5)C78CCN9C7C(C=CC9)(C(C(C8N6C=O)(C(=O)OC)O)OC(=O)C)CC)OC)C(=O)OC)O.OS(=O)(=O)O. Drug 2: CC12CCC3C(C1CCC2OP(=O)(O)O)CCC4=C3C=CC(=C4)OC(=O)N(CCCl)CCCl.[Na+]. Cell line: UACC-257. Synergy scores: CSS=24.6, Synergy_ZIP=2.83, Synergy_Bliss=4.67, Synergy_Loewe=3.76, Synergy_HSA=3.56. (6) Drug 1: CC1=C(C=C(C=C1)NC(=O)C2=CC=C(C=C2)CN3CCN(CC3)C)NC4=NC=CC(=N4)C5=CN=CC=C5. Drug 2: C(CCl)NC(=O)N(CCCl)N=O. Cell line: HCT116. Synergy scores: CSS=15.4, Synergy_ZIP=-4.25, Synergy_Bliss=-1.03, Synergy_Loewe=2.83, Synergy_HSA=1.32. (7) Drug 1: CC1=C(C=C(C=C1)C(=O)NC2=CC(=CC(=C2)C(F)(F)F)N3C=C(N=C3)C)NC4=NC=CC(=N4)C5=CN=CC=C5. Drug 2: CC1=C(C(=CC=C1)Cl)NC(=O)C2=CN=C(S2)NC3=CC(=NC(=N3)C)N4CCN(CC4)CCO. Cell line: MALME-3M. Synergy scores: CSS=-9.64, Synergy_ZIP=2.79, Synergy_Bliss=-3.06, Synergy_Loewe=-8.18, Synergy_HSA=-9.76. (8) Drug 1: C1=CC=C(C(=C1)C(C2=CC=C(C=C2)Cl)C(Cl)Cl)Cl. Drug 2: COC1=NC(=NC2=C1N=CN2C3C(C(C(O3)CO)O)O)N. Cell line: M14. Synergy scores: CSS=-2.41, Synergy_ZIP=0.679, Synergy_Bliss=-1.68, Synergy_Loewe=-4.36, Synergy_HSA=-5.09.